This data is from Catalyst prediction with 721,799 reactions and 888 catalyst types from USPTO. The task is: Predict which catalyst facilitates the given reaction. (1) Reactant: C(O[C:6](=O)[N:7]([CH:9]1[CH2:14][CH2:13][CH:12]([C:15]([N:17]2[CH2:21][CH:20]([C:22]3[CH:27]=[CH:26][C:25]([Cl:28])=[C:24]([Cl:29])[CH:23]=3)[CH:19]([CH:30]([O:32][C:33]3[CH:38]=[CH:37][C:36]([C:39]#[N:40])=[CH:35][N:34]=3)[CH3:31])[CH2:18]2)=[O:16])[CH2:11][CH2:10]1)C)(C)(C)C.C(O)(C(F)(F)F)=O.C([O-])(O)=O.[Na+]. Product: [Cl:29][C:24]1[CH:23]=[C:22]([CH:20]2[CH2:21][N:17]([C:15]([CH:12]3[CH2:13][CH2:14][CH:9]([NH:7][CH3:6])[CH2:10][CH2:11]3)=[O:16])[CH2:18][CH:19]2[CH:30]([O:32][C:33]2[CH:38]=[CH:37][C:36]([C:39]#[N:40])=[CH:35][N:34]=2)[CH3:31])[CH:27]=[CH:26][C:25]=1[Cl:28]. The catalyst class is: 2. (2) Reactant: C(OC(=O)[NH:7][C@H:8]1[CH2:13][CH2:12][C@@H:11]([NH:14][C:15]2[CH:20]=[C:19]([N:21]([CH3:23])[CH3:22])[N:18]=[C:17]([CH3:24])[N:16]=2)[CH2:10][CH2:9]1)(C)(C)C.C(O)(C(F)(F)F)=O. Product: [NH2:7][C@@H:8]1[CH2:9][CH2:10][C@H:11]([NH:14][C:15]2[CH:20]=[C:19]([N:21]([CH3:23])[CH3:22])[N:18]=[C:17]([CH3:24])[N:16]=2)[CH2:12][CH2:13]1. The catalyst class is: 2. (3) Reactant: [CH2:1]([S:3][C:4]1[CH:13]=[C:12]2[C:7]([CH:8]=[CH:9][C:10]([C:14]3[N:18]4[CH:19]=[C:20]([C@@H:23]([N:28]5[CH2:32][CH2:31][C@H:30]([NH:33]C(=O)OC(C)(C)C)[CH2:29]5)[C:24]([F:27])([F:26])[F:25])[CH:21]=[CH:22][C:17]4=[N:16][N:15]=3)=[N:11]2)=[CH:6][CH:5]=1)[CH3:2]. Product: [CH2:1]([S:3][C:4]1[CH:13]=[C:12]2[C:7]([CH:8]=[CH:9][C:10]([C:14]3[N:18]4[CH:19]=[C:20]([C@@H:23]([N:28]5[CH2:32][CH2:31][C@H:30]([NH2:33])[CH2:29]5)[C:24]([F:26])([F:25])[F:27])[CH:21]=[CH:22][C:17]4=[N:16][N:15]=3)=[N:11]2)=[CH:6][CH:5]=1)[CH3:2]. The catalyst class is: 67. (4) Reactant: [CH2:1]([CH:3]1[C:11]2[C:6](=[CH:7][CH:8]=[C:9]([N:12](C(OC(C)(C)C)=O)[NH:13]C(OC(C)(C)C)=O)[CH:10]=2)[CH2:5][CH2:4]1)[CH3:2].C(O[C:31](=[O:36])[CH2:32][C:33](=O)[CH3:34])C.Cl. Product: [CH2:1]([CH:3]1[C:11]2[C:6](=[CH:7][CH:8]=[C:9]([N:12]3[C:31](=[O:36])[CH2:32][C:33]([CH3:34])=[N:13]3)[CH:10]=2)[CH2:5][CH2:4]1)[CH3:2]. The catalyst class is: 40. (5) Reactant: [Cl:1][C:2]1[CH:10]=[C:9]2[C:5]([CH2:6][CH2:7][C@@H:8]2[OH:11])=[CH:4][CH:3]=1.[H-].[Na+].[F:14][C:15]1[CH:22]=[CH:21][CH:20]=[C:19](F)[C:16]=1[C:17]#[N:18]. Product: [F:14][C:15]1[CH:22]=[CH:21][C:20]([O:11][C@@H:8]2[C:9]3[C:5](=[CH:4][CH:3]=[C:2]([Cl:1])[CH:10]=3)[CH2:6][CH2:7]2)=[CH:19][C:16]=1[C:17]#[N:18]. The catalyst class is: 9. (6) Reactant: [CH3:1][O:2][C:3]([C:5]1[C:6]2[CH2:7][N:8](CC3C=CC=CC=3)[CH2:9][C:10]=2[CH:11]=[CH:12][CH:13]=1)=[O:4].[Cl:21]C(OC(Cl)C)=O. Product: [ClH:21].[CH3:1][O:2][C:3]([C:5]1[C:6]2[CH2:7][NH:8][CH2:9][C:10]=2[CH:11]=[CH:12][CH:13]=1)=[O:4]. The catalyst class is: 4. (7) Reactant: [CH3:1][O:2][C:3]1[N:8]=[C:7]2[NH:9][C:10]([SH:12])=[N:11][C:6]2=[CH:5][CH:4]=1.[Cl-].[Cl:14][C:15]1[C:16]([CH2:27]Cl)=[NH+:17][CH:18]=[CH:19][C:20]=1[N:21]1[CH2:26][CH2:25][O:24][CH2:23][CH2:22]1. Product: [Cl:14][C:15]1[C:16]([CH2:27][S:12][C:10]2[NH:9][C:7]3=[N:8][C:3]([O:2][CH3:1])=[CH:4][CH:5]=[C:6]3[N:11]=2)=[N:17][CH:18]=[CH:19][C:20]=1[N:21]1[CH2:26][CH2:25][O:24][CH2:23][CH2:22]1. The catalyst class is: 32. (8) Reactant: C(OC(=O)[CH:5]([C:11]1[CH:16]=[CH:15][C:14]([N+:17]([O-:19])=[O:18])=[CH:13][N:12]=1)C(OCC)=O)C.[OH-].[Na+]. Product: [CH3:5][C:11]1[CH:16]=[CH:15][C:14]([N+:17]([O-:19])=[O:18])=[CH:13][N:12]=1. The catalyst class is: 65. (9) Reactant: [N+:1]([C:4]1[C:9]([F:10])=[CH:8][C:7]([O:11][CH3:12])=[CH:6][C:5]=1[NH:13][CH:14]1[CH2:19][CH2:18][N:17]([C:20]([O:22][C:23]([CH3:26])([CH3:25])[CH3:24])=[O:21])[CH2:16][CH2:15]1)([O-])=O.O.NN. Product: [NH2:1][C:4]1[C:9]([F:10])=[CH:8][C:7]([O:11][CH3:12])=[CH:6][C:5]=1[NH:13][CH:14]1[CH2:15][CH2:16][N:17]([C:20]([O:22][C:23]([CH3:26])([CH3:25])[CH3:24])=[O:21])[CH2:18][CH2:19]1. The catalyst class is: 171.